Dataset: Full USPTO retrosynthesis dataset with 1.9M reactions from patents (1976-2016). Task: Predict the reactants needed to synthesize the given product. (1) Given the product [CH2:1]([C:8]1[CH:13]=[C:12]([N:14]2[CH2:18][CH2:17][CH2:16][C:15]2=[O:19])[CH:11]=[CH:10][C:9]=1[OH:20])[C:2]1[CH:3]=[CH:4][CH:5]=[CH:6][CH:7]=1, predict the reactants needed to synthesize it. The reactants are: [CH2:1]([C:8]1[CH:13]=[C:12]([N:14]2[CH2:18][CH2:17][CH2:16][C:15]2=[O:19])[CH:11]=[CH:10][C:9]=1[O:20]COC)[C:2]1[CH:7]=[CH:6][CH:5]=[CH:4][CH:3]=1.FC(F)(F)C(O)=O. (2) Given the product [CH3:10][O:11][CH:12]([C:13](=[O:14])[CH2:6][C:5](=[O:7])[C:4]([CH3:9])([CH3:8])[CH3:3])[CH3:17], predict the reactants needed to synthesize it. The reactants are: [NH2-].[Na+].[CH3:3][C:4]([CH3:9])([CH3:8])[C:5](=[O:7])[CH3:6].[CH3:10][O:11][CH:12]([CH3:17])[C:13](OC)=[O:14].O. (3) Given the product [F:1][C:2]1[CH:7]=[CH:6][C:5]([C:8]2[C:9]3[CH:24]=[CH:23][CH:22]=[N:21][C:10]=3[N:11]=[C:12]([NH:26][CH3:25])[CH:13]([C:15]3[S:16][CH:17]=[CH:18][CH:19]=3)[N:14]=2)=[CH:4][CH:3]=1, predict the reactants needed to synthesize it. The reactants are: [F:1][C:2]1[CH:7]=[CH:6][C:5]([C:8]2[C:9]3[CH:24]=[CH:23][CH:22]=[N:21][C:10]=3[NH:11][C:12](=O)[CH:13]([C:15]3[S:16][CH:17]=[CH:18][CH:19]=3)[N:14]=2)=[CH:4][CH:3]=1.[CH3:25][NH2:26].C(=O)(O)[O-].[Na+].C(OCC)(=O)C. (4) The reactants are: [CH3:1][S:2]([C:5]1[CH:6]=[C:7]([NH2:12])[C:8]([NH2:11])=[N:9][CH:10]=1)(=[O:4])=[O:3].[F:13][C:14]1[CH:19]=[CH:18][CH:17]=[CH:16][C:15]=1[C:20]1[CH:25]=[CH:24][C:23]([CH:26]=O)=[CH:22][CH:21]=1.Cl[Si](C)(C)C. Given the product [F:13][C:14]1[CH:19]=[CH:18][CH:17]=[CH:16][C:15]=1[C:20]1[CH:21]=[CH:22][C:23]([C:26]2[NH:12][C:7]3[C:8]([N:11]=2)=[N:9][CH:10]=[C:5]([S:2]([CH3:1])(=[O:4])=[O:3])[CH:6]=3)=[CH:24][CH:25]=1, predict the reactants needed to synthesize it. (5) The reactants are: [CH2:1]([O:8]C1C(OC)=CC(C(Cl)=O)=CC=1OC)[C:2]1[CH:7]=[CH:6][CH:5]=[CH:4][CH:3]=1.[NH2:22]CCN1CCOCC1.C(=O)([O-])[O-].[Na+].[Na+].C1(S(O)(=O)=O)C=CC=CC=1. Given the product [C:1]([NH2:22])(=[O:8])[C:2]1[CH:7]=[CH:6][CH:5]=[CH:4][CH:3]=1, predict the reactants needed to synthesize it. (6) Given the product [CH3:10][CH:11]([CH3:21])[CH2:12][CH2:13][CH2:14][CH2:15][CH2:16][CH2:17][C:18]([O:7][CH2:6][C:5]1[CH:8]=[CH:9][C:2]([OH:1])=[CH:3][CH:4]=1)=[O:19], predict the reactants needed to synthesize it. The reactants are: [OH:1][C:2]1[CH:9]=[CH:8][C:5]([CH2:6][OH:7])=[CH:4][CH:3]=1.[CH3:10][CH:11]([CH3:21])[CH2:12][CH2:13][CH2:14][CH2:15][CH2:16][CH2:17][C:18](O)=[O:19].O.